This data is from Peptide-MHC class I binding affinity with 185,985 pairs from IEDB/IMGT. The task is: Regression. Given a peptide amino acid sequence and an MHC pseudo amino acid sequence, predict their binding affinity value. This is MHC class I binding data. (1) The peptide sequence is VAGGTSSVY. The MHC is HLA-A69:01 with pseudo-sequence HLA-A69:01. The binding affinity (normalized) is 0.0847. (2) The peptide sequence is LLRCNDTNY. The MHC is Mamu-B17 with pseudo-sequence Mamu-B17. The binding affinity (normalized) is 0. (3) The binding affinity (normalized) is 0. The MHC is HLA-B35:01 with pseudo-sequence HLA-B35:01. The peptide sequence is GQGGSPTAM. (4) The peptide sequence is RRATAILRK. The MHC is HLA-A26:01 with pseudo-sequence HLA-A26:01. The binding affinity (normalized) is 0.0847. (5) The peptide sequence is ASPQHSGL. The MHC is H-2-Kb with pseudo-sequence H-2-Kb. The binding affinity (normalized) is 0.664. (6) The peptide sequence is VFFTASLFLH. The MHC is HLA-A68:01 with pseudo-sequence HLA-A68:01. The binding affinity (normalized) is 0.0729.